This data is from Reaction yield outcomes from USPTO patents with 853,638 reactions. The task is: Predict the reaction yield, written as a fraction of the theoretical maximum amount of product (1.0 means a 100% yield; for example, 0.34 means a 34% yield). (1) The reactants are C[O:2][C:3](=O)[CH2:4][C:5]([CH3:7])=[O:6].[H-].[Na+].[Li]CCCC.[CH3:16][O:17][C:18]1[CH:23]=[C:22]([O:24][CH3:25])[CH:21]=[CH:20][C:19]=1[CH2:26][CH2:27][C:28]([CH:30]1[CH2:34][CH2:33][CH2:32][CH2:31]1)=[O:29]. The catalyst is C1COCC1. The product is [CH3:16][O:17][C:18]1[CH:23]=[C:22]([O:24][CH3:25])[CH:21]=[CH:20][C:19]=1[CH2:26][CH2:27][C:28]1([CH:30]2[CH2:31][CH2:32][CH2:33][CH2:34]2)[O:29][C:3](=[O:2])[CH2:4][C:5](=[O:6])[CH2:7]1. The yield is 0.520. (2) The reactants are [CH3:1][S:2]([C:5]1[CH:10]=[CH:9][C:8]([C:11](=O)[CH:12]=[CH:13][C:14](=O)[CH3:15])=[CH:7][CH:6]=1)(=[O:4])=[O:3].[O:18]1[CH:22]=[CH:21][CH:20]=[C:19]1[C:23]1[CH:29]=[CH:28][C:26]([NH2:27])=[CH:25][CH:24]=1.O.C1(C)C=CC(S(O)(=O)=O)=CC=1. The catalyst is C1(C)C=CC=CC=1. The product is [O:18]1[CH:22]=[CH:21][CH:20]=[C:19]1[C:23]1[CH:29]=[CH:28][C:26]([N:27]2[C:11]([C:8]3[CH:9]=[CH:10][C:5]([S:2]([CH3:1])(=[O:4])=[O:3])=[CH:6][CH:7]=3)=[CH:12][CH:13]=[C:14]2[CH3:15])=[CH:25][CH:24]=1. The yield is 0.243. (3) The product is [CH3:1][N:2]([CH3:7])[CH2:3][CH2:4][CH2:5][O:6][C:22]([N:21]1[C:25]2[CH:26]=[CH:27][C:28]([N+:30]([O-:32])=[O:31])=[CH:29][C:24]=2[O:23][CH2:18][CH2:19][CH2:20]1)=[O:33]. The reactants are [CH3:1][N:2]([CH3:7])[CH2:3][CH2:4][CH2:5][OH:6].CN1CCCC1=O.[H-].[Na+].Cl[CH2:18][CH2:19][CH2:20][N:21]1[C:25]2[CH:26]=[CH:27][C:28]([N+:30]([O-:32])=[O:31])=[CH:29][C:24]=2[O:23][C:22]1=[O:33]. No catalyst specified. The yield is 0.690. (4) The reactants are [N+:1]([C:4]1[CH:15]=[CH:14][C:7]2[CH2:8][CH2:9][CH2:10][NH:11][C:12](=O)[C:6]=2[CH:5]=1)([O-:3])=[O:2].B.Cl. The catalyst is C1COCC1. The product is [N+:1]([C:4]1[CH:15]=[CH:14][C:7]2[CH2:8][CH2:9][CH2:10][NH:11][CH2:12][C:6]=2[CH:5]=1)([O-:3])=[O:2]. The yield is 0.840. (5) The reactants are Br[C:2]1[C:3]2[C:4]3[CH:17]=[CH:16][S:15][C:5]=3[C:6](=[O:14])[NH:7][C:8]=2[CH:9]=[CH:10][C:11]=1[O:12][CH3:13].[C:18]([O:22][C:23](=[O:43])[N:24]([CH3:42])[C@@H:25]([C:27]1[CH:32]=[CH:31][C:30](B2OC(C)(C)C(C)(C)O2)=[CH:29][CH:28]=1)[CH3:26])([CH3:21])([CH3:20])[CH3:19]. No catalyst specified. The product is [CH3:13][O:12][C:11]1[CH:10]=[CH:9][C:8]2[NH:7][C:6](=[O:14])[C:5]3[S:15][CH:16]=[CH:17][C:4]=3[C:3]=2[C:2]=1[C:30]1[CH:29]=[CH:28][C:27]([C@H:25]([N:24]([CH3:42])[C:23](=[O:43])[O:22][C:18]([CH3:20])([CH3:19])[CH3:21])[CH3:26])=[CH:32][CH:31]=1. The yield is 0.660.